From a dataset of Forward reaction prediction with 1.9M reactions from USPTO patents (1976-2016). Predict the product of the given reaction. (1) The product is: [CH2:1]([O:8][C:9]1[C:18]([O:19][CH2:20][C:21]2[CH:26]=[CH:25][CH:24]=[CH:23][CH:22]=2)=[C:17]([C:27]([OH:29])=[O:28])[CH:16]=[CH:15][C:10]=1[C:11]([OH:13])=[O:12])[C:2]1[CH:7]=[CH:6][CH:5]=[CH:4][CH:3]=1. Given the reactants [CH2:1]([O:8][C:9]1[C:18]([O:19][CH2:20][C:21]2[CH:26]=[CH:25][CH:24]=[CH:23][CH:22]=2)=[C:17]([C:27]([O:29]C)=[O:28])[CH:16]=[CH:15][C:10]=1[C:11]([O:13]C)=[O:12])[C:2]1[CH:7]=[CH:6][CH:5]=[CH:4][CH:3]=1.[OH-].[K+].O.O, predict the reaction product. (2) Given the reactants [C:1](/[C:3](=[C:7](/[N:9]([CH3:11])[CH3:10])\[CH3:8])/[C:4](=[S:6])[NH2:5])#[N:2].[CH3:12]OC(OC)N(C)C, predict the reaction product. The product is: [CH3:10][N:9]([CH3:11])[C:7]1[CH:8]=[CH:12][NH:5][C:4](=[S:6])[C:3]=1[C:1]#[N:2]. (3) Given the reactants [Br:1][C:2]1[CH:10]=[C:9]2[C:5]([CH:6]=[N:7][NH:8]2)=[CH:4][CH:3]=1.[CH2:11](Br)[C:12]1[CH:17]=[CH:16][CH:15]=[CH:14][CH:13]=1.CCOC(C)=O, predict the reaction product. The product is: [CH2:11]([N:7]1[CH:6]=[C:5]2[C:9]([CH:10]=[C:2]([Br:1])[CH:3]=[CH:4]2)=[N:8]1)[C:12]1[CH:17]=[CH:16][CH:15]=[CH:14][CH:13]=1. (4) Given the reactants [CH3:1][O:2][C:3]1[CH:23]=[CH:22][C:6]2[C:7]3[S:8][C:9](C(O)=O)=[CH:10][C:11]=3[C:12]3[CH:18]=[CH:17][CH:16]=[CH:15][C:13]=3[O:14][C:5]=2[CH:4]=1, predict the reaction product. The product is: [CH3:1][O:2][C:3]1[CH:23]=[CH:22][C:6]2[C:7]3[S:8][CH:9]=[CH:10][C:11]=3[C:12]3[CH:18]=[CH:17][CH:16]=[CH:15][C:13]=3[O:14][C:5]=2[CH:4]=1. (5) Given the reactants [NH2:1][C:2]1[C:7]([C:8]([C:10]2[CH:15]=[C:14]([F:16])[C:13]([CH3:17])=[CH:12][C:11]=2[O:18][CH3:19])=[O:9])=[CH:6][CH:5]=[C:4](Cl)[N:3]=1.[CH2:21]([O:23][C:24]([N:26]1[CH2:31][CH2:30][CH:29]([NH2:32])[CH2:28][CH2:27]1)=[O:25])[CH3:22], predict the reaction product. The product is: [CH2:21]([O:23][C:24]([N:26]1[CH2:27][CH2:28][CH:29]([NH:32][C:4]2[CH:5]=[CH:6][C:7]([C:8](=[O:9])[C:10]3[CH:15]=[C:14]([F:16])[C:13]([CH3:17])=[CH:12][C:11]=3[O:18][CH3:19])=[C:2]([NH2:1])[N:3]=2)[CH2:30][CH2:31]1)=[O:25])[CH3:22]. (6) Given the reactants [N+:1]([C:4]1[CH:12]=[CH:11][CH:10]=[C:6]([C:7]([OH:9])=[O:8])[C:5]=1[C:13]([OH:15])=[O:14])([O-])=O.C(O)C.[H][H], predict the reaction product. The product is: [NH2:1][C:4]1[CH:12]=[CH:11][CH:10]=[C:6]([C:7]([OH:9])=[O:8])[C:5]=1[C:13]([OH:15])=[O:14]. (7) Given the reactants [NH2:1][C:2]1[CH:6]=[CH:5][N:4]([C:7]2[CH:12]=[CH:11][C:10](Br)=[CH:9][CH:8]=2)[C:3]=1[C:14]([O:16][CH2:17][CH3:18])=[O:15].[CH3:19][C:20]1([CH3:36])[C:24]([CH3:26])([CH3:25])[O:23][B:22]([B:22]2[O:23][C:24]([CH3:26])([CH3:25])[C:20]([CH3:36])([CH3:19])[O:21]2)[O:21]1.C([O-])(=O)C.[K+], predict the reaction product. The product is: [NH2:1][C:2]1[CH:6]=[CH:5][N:4]([C:7]2[CH:12]=[CH:11][C:10]([B:22]3[O:23][C:24]([CH3:26])([CH3:25])[C:20]([CH3:36])([CH3:19])[O:21]3)=[CH:9][CH:8]=2)[C:3]=1[C:14]([O:16][CH2:17][CH3:18])=[O:15]. (8) Given the reactants [N:1]1[CH:6]=[CH:5][CH:4]=[C:3]([CH2:7][OH:8])[CH:2]=1.C[Si](C)(C)[N-][Si](C)(C)C.[Li+].Cl[C:20]1[CH:25]=[CH:24][N:23]2[N:26]=[CH:27][C:28]([C:29]([NH:31][CH:32]([CH3:34])[CH3:33])=[O:30])=[C:22]2[N:21]=1, predict the reaction product. The product is: [CH:32]([NH:31][C:29]([C:28]1[CH:27]=[N:26][N:23]2[CH:24]=[CH:25][C:20]([O:8][CH2:7][C:3]3[CH:2]=[N:1][CH:6]=[CH:5][CH:4]=3)=[N:21][C:22]=12)=[O:30])([CH3:34])[CH3:33]. (9) Given the reactants Cl[C:2]1[S:3][C:4]([CH2:7][N:8]2[C:12]([CH3:13])=[CH:11][C:10]([CH3:14])=[N:9]2)=[CH:5][N:6]=1.[Cl:15][C:16]1[CH:21]=[CH:20][CH:19]=[C:18]([F:22])[C:17]=1[CH2:23][N:24]1[CH:28]=[CH:27][C:26]([NH2:29])=[N:25]1.CC(C)([O-])C.[Na+].C1C=CC(P(C2C(C3C(P(C4C=CC=CC=4)C4C=CC=CC=4)=CC=C4C=3C=CC=C4)=C3C(C=CC=C3)=CC=2)C2C=CC=CC=2)=CC=1, predict the reaction product. The product is: [Cl:15][C:16]1[CH:21]=[CH:20][CH:19]=[C:18]([F:22])[C:17]=1[CH2:23][N:24]1[CH:28]=[CH:27][C:26]([NH:29][C:2]2[S:3][C:4]([CH2:7][N:8]3[C:12]([CH3:13])=[CH:11][C:10]([CH3:14])=[N:9]3)=[CH:5][N:6]=2)=[N:25]1.